Dataset: Forward reaction prediction with 1.9M reactions from USPTO patents (1976-2016). Task: Predict the product of the given reaction. (1) The product is: [CH:38]1[C:39]2[N:40]([CH2:19][CH2:18][N:12]3[C:11](=[O:28])[N:10]([CH2:9][O:8][CH2:1][C:2]4[CH:3]=[CH:4][CH:5]=[CH:6][CH:7]=4)[C:15](=[O:16])[C:14]([Br:17])=[N:13]3)[C:41]3[C:33](=[CH:32][CH:31]=[CH:30][CH:29]=3)[C:34]=2[CH:35]=[CH:36][CH:37]=1. Given the reactants [CH2:1]([O:8][CH2:9][N:10]1[C:15](=[O:16])[C:14]([Br:17])=[N:13][N:12]([CH2:18][C:19](F)(F)C2C=CC=CC=2)[C:11]1=[O:28])[C:2]1[CH:7]=[CH:6][CH:5]=[CH:4][CH:3]=1.[CH:29]1[C:41]2[N:40](CCO)[C:39]3[C:34](=[CH:35][CH:36]=[CH:37][CH:38]=3)[C:33]=2[CH:32]=[CH:31][CH:30]=1, predict the reaction product. (2) Given the reactants C([N:8]1[CH2:12][C@H:11]([C:13]2[CH:18]=[CH:17][C:16]([F:19])=[C:15]([Cl:20])[CH:14]=2)[C@@H:10]([C@@H:21]([O:23][C:24]2[CH:29]=[CH:28][C:27]([Cl:30])=[CH:26][N:25]=2)[CH3:22])[CH2:9]1)C1C=CC=CC=1.ClC(OC(Cl)C)=O.CCN(C(C)C)C(C)C, predict the reaction product. The product is: [Cl:30][C:27]1[CH:28]=[CH:29][C:24]([O:23][C@H:21]([C@@H:10]2[C@@H:11]([C:13]3[CH:18]=[CH:17][C:16]([F:19])=[C:15]([Cl:20])[CH:14]=3)[CH2:12][NH:8][CH2:9]2)[CH3:22])=[N:25][CH:26]=1. (3) Given the reactants [N:1]1[C:11]2=[C:12]3[C:7](=[CH:8][CH:9]=[CH:10]2)[O:6][CH2:5][CH2:4][N:3]3[C:2]=1[NH:13][S:14]([C:17]1[CH:22]=[CH:21][CH:20]=[CH:19][CH:18]=1)(=[O:16])=[O:15].Br[CH2:24][C:25]1[CH:30]=[CH:29][C:28]([C:31]([F:34])([F:33])[F:32])=[CH:27][CH:26]=1.C(=O)([O-])[O-].[K+].[K+], predict the reaction product. The product is: [N:1]1[C:11]2=[C:12]3[C:7](=[CH:8][CH:9]=[CH:10]2)[O:6][CH2:5][CH2:4][N:3]3[C:2]=1[N:13]([CH2:24][C:25]1[CH:26]=[CH:27][C:28]([C:31]([F:32])([F:33])[F:34])=[CH:29][CH:30]=1)[S:14]([C:17]1[CH:18]=[CH:19][CH:20]=[CH:21][CH:22]=1)(=[O:16])=[O:15].